Dataset: Full USPTO retrosynthesis dataset with 1.9M reactions from patents (1976-2016). Task: Predict the reactants needed to synthesize the given product. Given the product [O:1]1[C:5]2[CH:6]=[CH:7][C:8]([CH:10]3[CH2:11][C:12]([CH3:16])([CH3:15])[CH2:13][NH:14]3)=[CH:9][C:4]=2[O:3][CH2:2]1, predict the reactants needed to synthesize it. The reactants are: [O:1]1[C:5]2[CH:6]=[CH:7][C:8]([C:10]3[CH2:11][C:12]([CH3:16])([CH3:15])[CH2:13][N:14]=3)=[CH:9][C:4]=2[O:3][CH2:2]1.C(O[BH-](OC(=O)C)OC(=O)C)(=O)C.[Na+].[Na].C(O)(=O)C.